This data is from Peptide-MHC class I binding affinity with 185,985 pairs from IEDB/IMGT. The task is: Regression. Given a peptide amino acid sequence and an MHC pseudo amino acid sequence, predict their binding affinity value. This is MHC class I binding data. The peptide sequence is YHGEAMAIG. The MHC is HLA-B07:02 with pseudo-sequence HLA-B07:02. The binding affinity (normalized) is 0.0847.